From a dataset of Full USPTO retrosynthesis dataset with 1.9M reactions from patents (1976-2016). Predict the reactants needed to synthesize the given product. (1) Given the product [Cl:11][C:8]1[CH:9]=[CH:10][C:5]2[N:6]([C:2]([CH:31]([C:27]3[CH:26]=[CH:25][C:24]4[C:29](=[CH:30][N:22]([CH2:21][O:20][CH2:19][CH2:18][Si:17]([CH3:34])([CH3:33])[CH3:16])[N:23]=4)[CH:28]=3)[OH:32])=[CH:3][N:4]=2)[N:7]=1, predict the reactants needed to synthesize it. The reactants are: Br[C:2]1[N:6]2[N:7]=[C:8]([Cl:11])[CH:9]=[CH:10][C:5]2=[N:4][CH:3]=1.C([Mg]Br)C.[CH3:16][Si:17]([CH3:34])([CH3:33])[CH2:18][CH2:19][O:20][CH2:21][N:22]1[CH:30]=[C:29]2[C:24]([CH:25]=[CH:26][C:27]([CH:31]=[O:32])=[CH:28]2)=[N:23]1.[NH4+].[Cl-]. (2) Given the product [CH3:29][C@H:27]1[CH2:26][N:25]([C:2]2[N:7]=[CH:6][C:5]([C:8]3[C:17]4[C:12](=[CH:13][C:14]([O:20][CH3:21])=[C:15]([O:18][CH3:19])[CH:16]=4)[CH:11]=[CH:10][N:9]=3)=[CH:4][CH:3]=2)[CH2:24][C@@H:23]([CH3:22])[O:28]1, predict the reactants needed to synthesize it. The reactants are: F[C:2]1[N:7]=[CH:6][C:5]([C:8]2[C:17]3[C:12](=[CH:13][C:14]([O:20][CH3:21])=[C:15]([O:18][CH3:19])[CH:16]=3)[CH:11]=[CH:10][N:9]=2)=[CH:4][CH:3]=1.[CH3:22][C@H:23]1[O:28][C@@H:27]([CH3:29])[CH2:26][NH:25][CH2:24]1.O.CCOC(C)=O. (3) Given the product [C:13]1([C:10]2[C:9]3[N:19]=[C:21]([CH:22]([OH:23])[CH3:24])[NH:20][C:8]=3[C:7]([C:1]3[CH:2]=[CH:3][CH:4]=[CH:5][CH:6]=3)=[CH:12][CH:11]=2)[CH:14]=[CH:15][CH:16]=[CH:17][CH:18]=1, predict the reactants needed to synthesize it. The reactants are: [C:1]1([C:7]2[C:8]([NH2:20])=[C:9]([NH2:19])[C:10]([C:13]3[CH:18]=[CH:17][CH:16]=[CH:15][CH:14]=3)=[CH:11][CH:12]=2)[CH:6]=[CH:5][CH:4]=[CH:3][CH:2]=1.[C:21](O)(=O)[CH:22]([CH3:24])[OH:23].Cl. (4) Given the product [CH3:2][N:3]1[CH2:8][CH2:7][CH:6]([N:9]2[CH2:10][CH2:11][CH:12]([NH:15][CH2:35][C:34]3[CH:33]=[CH:32][C:31]([C:29]([C:26]4[CH:25]=[CH:24][N:23]=[CH:28][CH:27]=4)=[O:30])=[CH:38][CH:37]=3)[CH2:13][CH2:14]2)[CH2:5][CH2:4]1, predict the reactants needed to synthesize it. The reactants are: Cl.[CH3:2][N:3]1[CH2:8][CH2:7][CH:6]([N:9]2[CH2:14][CH2:13][CH:12]([NH2:15])[CH2:11][CH2:10]2)[CH2:5][CH2:4]1.CCN(CC)CC.[N:23]1[CH:28]=[CH:27][C:26]([C:29]([C:31]2[CH:38]=[CH:37][C:34]([CH:35]=O)=[CH:33][CH:32]=2)=[O:30])=[CH:25][CH:24]=1.C([BH3-])#N.[Na+]. (5) Given the product [CH3:16][O:15][C:6]1[N:5]=[C:4]2[N:1]=[CH:17][NH:10][C:9]2=[CH:8][C:7]=1[O:13][CH3:14], predict the reactants needed to synthesize it. The reactants are: [N:1]([C:4]1[C:9]([N+:10]([O-])=O)=[CH:8][C:7]([O:13][CH3:14])=[C:6]([O:15][CH3:16])[N:5]=1)=[N+]=[N-].[CH3:17]O. (6) Given the product [N:28]1[C:29]2[C:24](=[CH:23][C:22]([CH2:21][N:18]3[C:16]4=[N:17][C:12]([C:10]5[CH:35]=[N:34][C:33]([NH2:38])=[N:32][CH:11]=5)=[CH:13][CH:14]=[C:15]4[N:20]=[N:19]3)=[CH:31][CH:30]=2)[CH:25]=[CH:26][CH:27]=1, predict the reactants needed to synthesize it. The reactants are: FC1[CH:11]=[C:10]([C:12]2[N:17]=[C:16]3[N:18]([CH2:21][C:22]4[CH:23]=[C:24]5[C:29](=[CH:30][CH:31]=4)[N:28]=[CH:27][CH:26]=[CH:25]5)[N:19]=[N:20][C:15]3=[CH:14][CH:13]=2)C=CC=1C(NC)=O.[NH2:32][C:33]1[N:38]=CC(B(O)O)=[CH:35][N:34]=1.C(=O)([O-])[O-].[K+].[K+].O1CCOCC1.